Dataset: Reaction yield outcomes from USPTO patents with 853,638 reactions. Task: Predict the reaction yield, written as a fraction of the theoretical maximum amount of product (1.0 means a 100% yield; for example, 0.34 means a 34% yield). The reactants are C[Al](C)C.[CH3:5][CH:6]([C@@H:8]1[NH:13][CH2:12][CH2:11][N:10]([C:14]2[N:19]=[CH:18][C:17]([C:20]([O:22]C)=O)=[CH:16][N:15]=2)[CH2:9]1)[CH3:7].[CH3:24][O:25][C:26]1[CH:27]=[C:28]([CH2:34][CH2:35][C:36]2[CH:37]=[C:38]([NH2:41])[NH:39][N:40]=2)[CH:29]=[C:30]([O:32][CH3:33])[CH:31]=1. The catalyst is C1(C)C=CC=CC=1. The product is [CH3:33][O:32][C:30]1[CH:29]=[C:28]([CH2:34][CH2:35][C:36]2[CH:37]=[C:38]([NH:41][C:20]([C:17]3[CH:18]=[N:19][C:14]([N:10]4[CH2:11][CH2:12][NH:13][C@@H:8]([CH:6]([CH3:5])[CH3:7])[CH2:9]4)=[N:15][CH:16]=3)=[O:22])[NH:39][N:40]=2)[CH:27]=[C:26]([O:25][CH3:24])[CH:31]=1. The yield is 0.620.